From a dataset of Catalyst prediction with 721,799 reactions and 888 catalyst types from USPTO. Predict which catalyst facilitates the given reaction. Reactant: [NH2:1][CH:2]1[CH2:6][N:5]([C:7]2[CH:12]=[CH:11][C:10]([O:13][CH3:14])=[C:9]([Cl:15])[CH:8]=2)[C:4](=[O:16])[CH2:3]1.[F:17][C:18]([F:33])([F:32])[C:19]1[CH:20]=[C:21]([CH:25]=[C:26]([C:28]([F:31])([F:30])[F:29])[CH:27]=1)[C:22](Cl)=[O:23].C(N(CC)CC)C. Product: [Cl:15][C:9]1[CH:8]=[C:7]([N:5]2[C:4](=[O:16])[CH2:3][CH:2]([NH:1][C:22](=[O:23])[C:21]3[CH:25]=[C:26]([C:28]([F:29])([F:30])[F:31])[CH:27]=[C:19]([C:18]([F:17])([F:32])[F:33])[CH:20]=3)[CH2:6]2)[CH:12]=[CH:11][C:10]=1[O:13][CH3:14]. The catalyst class is: 96.